This data is from Catalyst prediction with 721,799 reactions and 888 catalyst types from USPTO. The task is: Predict which catalyst facilitates the given reaction. Reactant: [CH2:1]([O:8][C:9]1[C:10](=[O:28])[CH:11]=[C:12]([CH2:17][NH:18]S(C2C=CC=CC=2)(=O)=O)[O:13][C:14]=1[CH:15]=[O:16])[C:2]1[CH:7]=[CH:6][CH:5]=[CH:4][CH:3]=1.[S:29](=[O:33])(=O)([OH:31])N.Cl([O-])=O.[Na+].[OH2:38]. Product: [C:2]1([S:29]([CH:17]([NH2:18])[C:12]2[O:13][C:14]([C:15]([OH:16])=[O:38])=[C:9]([O:8][CH2:1][C:2]3[CH:3]=[CH:4][CH:5]=[CH:6][CH:7]=3)[C:10](=[O:28])[CH:11]=2)(=[O:33])=[O:31])[CH:7]=[CH:6][CH:5]=[CH:4][CH:3]=1. The catalyst class is: 21.